Dataset: Reaction yield outcomes from USPTO patents with 853,638 reactions. Task: Predict the reaction yield, written as a fraction of the theoretical maximum amount of product (1.0 means a 100% yield; for example, 0.34 means a 34% yield). The reactants are [CH2:1]([N:3]([C:13]1[CH:18]=[CH:17][C:16]([C:19]([O:28][Si](CC)(CC)CC)([C:24]([F:27])([F:26])[F:25])[C:20]([F:23])([F:22])[F:21])=[CH:15][CH:14]=1)[CH2:4][CH:5]([C:7]1[CH:12]=[CH:11][CH:10]=[CH:9][CH:8]=1)[OH:6])[CH3:2].CCCC[N+](CCCC)(CCCC)CCCC.[F-]. The catalyst is C1COCC1. The product is [CH2:1]([N:3]([CH2:4][CH:5]([OH:6])[C:7]1[CH:12]=[CH:11][CH:10]=[CH:9][CH:8]=1)[C:13]1[CH:14]=[CH:15][C:16]([C:19]([OH:28])([C:24]([F:25])([F:26])[F:27])[C:20]([F:23])([F:22])[F:21])=[CH:17][CH:18]=1)[CH3:2]. The yield is 0.650.